The task is: Predict which catalyst facilitates the given reaction.. This data is from Catalyst prediction with 721,799 reactions and 888 catalyst types from USPTO. Reactant: [NH2:1][CH2:2][C:3]1[CH:4]=[C:5]([CH2:9][N:10]2[C:18]3[C:13](=[C:14]([O:19][CH3:20])[CH:15]=[CH:16][CH:17]=3)[C:12]([NH:21][S:22]([C:25]3[S:26][C:27]([Cl:30])=[CH:28][CH:29]=3)(=[O:24])=[O:23])=[N:11]2)[CH:6]=[CH:7][CH:8]=1.C(N(CC)CC)C.[C:38]([O:41][C:42]([CH3:47])([CH3:46])[C:43](Cl)=[O:44])(=[O:40])[CH3:39]. Product: [C:38]([O:41][C:42]([CH3:47])([CH3:46])[C:43]([NH:1][CH2:2][C:3]1[CH:8]=[CH:7][CH:6]=[C:5]([CH2:9][N:10]2[C:18]3[C:13](=[C:14]([O:19][CH3:20])[CH:15]=[CH:16][CH:17]=3)[C:12]([NH:21][S:22]([C:25]3[S:26][C:27]([Cl:30])=[CH:28][CH:29]=3)(=[O:24])=[O:23])=[N:11]2)[CH:4]=1)=[O:44])(=[O:40])[CH3:39]. The catalyst class is: 4.